The task is: Predict which catalyst facilitates the given reaction.. This data is from Catalyst prediction with 721,799 reactions and 888 catalyst types from USPTO. (1) Reactant: [Li]CCCC.CC1(C)CCCC(C)(C)N1.[Br:16][C:17]1[CH:18]=[C:19]([F:23])[CH:20]=[CH:21][CH:22]=1.CN([CH:27]=[O:28])C. Product: [Br:16][C:17]1[CH:22]=[CH:21][CH:20]=[C:19]([F:23])[C:18]=1[CH:27]=[O:28]. The catalyst class is: 1. (2) Product: [CH2:11]([O:6][C:5](=[O:7])[C:4]([CH3:9])([CH3:8])[CH2:3][CH2:2][OH:1])[CH3:12]. Reactant: [OH:1][CH2:2][CH2:3][C:4]([CH3:9])([CH3:8])[C:5]([O-:7])=[O:6].[K+].[CH2:11](I)[CH3:12]. The catalyst class is: 3. (3) Reactant: [C:1]([N:4]1[C:13]2[C:8](=[CH:9][CH:10]=[CH:11][CH:12]=2)[C@@H:7]([OH:14])[CH2:6][C@@H:5]1[CH3:15])(=[O:3])[CH3:2].[F:16][C:17]1[CH:22]=[CH:21][C:20](O)=[CH:19][CH:18]=1.C(P(CCCC)CCCC)CCC. Product: [C:1]([N:4]1[C:13]2[C:8](=[CH:9][CH:10]=[CH:11][CH:12]=2)[C@H:7]([O:14][C:20]2[CH:21]=[CH:22][C:17]([F:16])=[CH:18][CH:19]=2)[CH2:6][C@@H:5]1[CH3:15])(=[O:3])[CH3:2]. The catalyst class is: 11. (4) Reactant: C(N(CC)CC)C.C1(=O)NC(=O)CC1.Cl[C:16]([O:18][CH2:19][CH:20]=[CH2:21])=[O:17].[F:22][C:23]([F:34])([F:33])[C@H:24]([CH3:32])[C@@H:25]([C:27]([O:29][CH2:30][CH3:31])=[O:28])[NH2:26]. Product: [CH2:19]([O:18][C:16]([NH:26][C@H:25]([C:27]([O:29][CH2:30][CH3:31])=[O:28])[C@H:24]([C:23]([F:34])([F:33])[F:22])[CH3:32])=[O:17])[CH:20]=[CH2:21]. The catalyst class is: 476. (5) Reactant: C([O:8][C:9]1[CH:14]=[CH:13][C:12]([C:15]2[C:32]([C:33]#[N:34])=[C:18]3[N:19]=[CH:20][CH:21]=[C:22]([C:23]4[CH:28]=[CH:27][CH:26]=[CH:25][C:24]=4[N+:29]([O-])=O)[N:17]3[N:16]=2)=[CH:11][CH:10]=1)C1C=CC=CC=1. Product: [NH2:29][C:24]1[CH:25]=[CH:26][CH:27]=[CH:28][C:23]=1[CH:22]1[N:17]2[N:16]=[C:15]([C:12]3[CH:11]=[CH:10][C:9]([OH:8])=[CH:14][CH:13]=3)[C:32]([C:33]#[N:34])=[C:18]2[NH:19][CH2:20][CH2:21]1. The catalyst class is: 687. (6) Reactant: [Cl:1][C:2]1[N:7]=[C:6]([Cl:8])[CH:5]=[C:4](Cl)[N:3]=1.[CH2:10]([NH:12][CH2:13][CH3:14])[CH3:11].C(N(CC)CC)C. Product: [Cl:1][C:2]1[N:3]=[C:4]([N:12]([CH2:13][CH3:14])[CH2:10][CH3:11])[CH:5]=[C:6]([Cl:8])[N:7]=1. The catalyst class is: 8. (7) Reactant: [CH:1]1([N:4]2[C:13]3[C:8](=[C:9]([NH:18][CH3:19])[C:10]([F:17])=[C:11](F)[C:12]=3[O:14][CH3:15])[C:7](=[O:20])[C:6]([C:21]([OH:23])=[O:22])=[CH:5]2)[CH2:3][CH2:2]1.[N:24]1[CH:29]=[CH:28][CH:27]=[CH:26][C:25]=1[NH:30][CH2:31][CH2:32][NH2:33].C(N(CC)CC)C. Product: [CH:1]1([N:4]2[C:13]3[C:8](=[C:9]([NH:18][CH3:19])[C:10]([F:17])=[C:11]([NH:33][CH2:32][CH2:31][NH:30][C:25]4[CH:26]=[CH:27][CH:28]=[CH:29][N:24]=4)[C:12]=3[O:14][CH3:15])[C:7](=[O:20])[C:6]([C:21]([OH:23])=[O:22])=[CH:5]2)[CH2:3][CH2:2]1. The catalyst class is: 16.